Dataset: Full USPTO retrosynthesis dataset with 1.9M reactions from patents (1976-2016). Task: Predict the reactants needed to synthesize the given product. (1) Given the product [CH3:31][O:32][C:33]1[CH:38]=[CH:37][C:36]([C:7]2[C:16]3[C:11](=[C:12]([C:17]([F:18])([F:19])[F:20])[CH:13]=[CH:14][CH:15]=3)[N:10]=[CH:9][C:8]=2[C:21]([C:22]2[CH:27]=[CH:26][CH:25]=[CH:24][CH:23]=2)=[O:28])=[CH:35][CH:34]=1, predict the reactants needed to synthesize it. The reactants are: FC(F)(F)S(O[C:7]1[C:16]2[C:11](=[C:12]([C:17]([F:20])([F:19])[F:18])[CH:13]=[CH:14][CH:15]=2)[N:10]=[CH:9][C:8]=1[C:21](=[O:28])[C:22]1[CH:27]=[CH:26][CH:25]=[CH:24][CH:23]=1)(=O)=O.[CH3:31][O:32][C:33]1[CH:38]=[CH:37][C:36](B(O)O)=[CH:35][CH:34]=1.[O-]P([O-])([O-])=O.[K+].[K+].[K+]. (2) Given the product [Cl:1][C:2]1[C:3]([NH:11][C:15]([C:17]2[CH:18]=[N:19][C:20]([CH3:23])=[N:21][CH:22]=2)=[O:14])=[C:4]([NH:8][CH2:9][CH3:10])[N:5]=[CH:6][N:7]=1, predict the reactants needed to synthesize it. The reactants are: [Cl:1][C:2]1[N:7]=[CH:6][N:5]=[C:4]([NH:8][CH2:9][CH3:10])[C:3]=1[NH2:11].C([O:14][C:15]([C:17]1[CH:18]=[N:19][C:20]([CH3:23])=[N:21][CH:22]=1)=O)C.CC(C)([O-])C.[Na+].C(O)(=O)C. (3) The reactants are: [CH:1]([C:3]1[CH:4]=[CH:5][C:6]2[O:12][CH2:11][CH2:10][N:9]([C:13]([O:15][C:16]([CH3:19])([CH3:18])[CH3:17])=[O:14])[CH2:8][C:7]=2[CH:20]=1)=[O:2].CC(=C(C)C)C.[O-:27]Cl=O.[Na+]. Given the product [C:16]([O:15][C:13]([N:9]1[CH2:8][C:7]2[CH:20]=[C:3]([C:1]([OH:27])=[O:2])[CH:4]=[CH:5][C:6]=2[O:12][CH2:11][CH2:10]1)=[O:14])([CH3:17])([CH3:19])[CH3:18], predict the reactants needed to synthesize it. (4) Given the product [NH:38]1[C:29]2[C:28](=[CH:33][CH:32]=[CH:31][CH:30]=2)[CH2:7][CH2:6]1, predict the reactants needed to synthesize it. The reactants are: S(=O)(=O)(O)O.[CH2:6](C(CC)C=O)[CH3:7].C(O)(C(F)(F)F)=O.C(O[C:28]1[CH:33]=[CH:32][C:31](C(F)(F)F)=[CH:30][C:29]=1[NH:38]N)C1C=CC=CC=1.[BH4-].[Na+]. (5) Given the product [O:1]1[C:5]2[CH:6]=[CH:7][C:8]([CH:10]([OH:36])[CH2:11][S:12][C@H:13]3[C:16](=[O:17])[N:15]([C:18]4[CH:19]=[CH:20][C:21]([F:24])=[CH:22][CH:23]=4)[C@@H:14]3[C:25]3[CH:35]=[CH:34][C:28]([O:29][CH2:30][C:31]([NH:66][CH2:67][C:68]([NH:70][C@@H:71]([C:79]([OH:81])=[O:80])[CH2:72][CH:73]4[CH2:78][CH2:77][CH2:76][CH2:75][CH2:74]4)=[O:69])=[O:32])=[CH:27][CH:26]=3)=[CH:9][C:4]=2[CH2:3][CH2:2]1, predict the reactants needed to synthesize it. The reactants are: [O:1]1[C:5]2[CH:6]=[CH:7][C:8]([C:10](=[O:36])[CH2:11][S:12][C@H:13]3[C:16](=[O:17])[N:15]([C:18]4[CH:23]=[CH:22][C:21]([F:24])=[CH:20][CH:19]=4)[C@@H:14]3[C:25]3[CH:35]=[CH:34][C:28]([O:29][CH2:30][C:31](O)=[O:32])=[CH:27][CH:26]=3)=[CH:9][C:4]=2[CH2:3][CH2:2]1.CN1CCOCC1.CN(C(ON1N=NC2C=CC=CC1=2)=[N+](C)C)C.[B-](F)(F)(F)F.[NH2:66][CH2:67][C:68]([NH:70][C@@H:71]([C:79]([OH:81])=[O:80])[CH2:72][CH:73]1[CH2:78][CH2:77][CH2:76][CH2:75][CH2:74]1)=[O:69]. (6) Given the product [O:16]=[C:14]([C:11]1[CH:12]=[N:13][C:8]([O:1][C:2]2[CH:3]=[CH:4][CH:5]=[CH:6][CH:7]=2)=[N:9][CH:10]=1)[CH2:15][C:18]([O:20][CH2:21][CH3:22])=[O:19], predict the reactants needed to synthesize it. The reactants are: [O:1]([C:8]1[N:13]=[CH:12][C:11]([C:14](=[O:16])[CH3:15])=[CH:10][N:9]=1)[C:2]1[CH:7]=[CH:6][CH:5]=[CH:4][CH:3]=1.[C:18]([O:20][CH2:21][CH3:22])(=[O:19])[C:18]([O:20][CH2:21][CH3:22])=[O:19].C[O-].[Na+].CO.